This data is from NCI-60 drug combinations with 297,098 pairs across 59 cell lines. The task is: Regression. Given two drug SMILES strings and cell line genomic features, predict the synergy score measuring deviation from expected non-interaction effect. (1) Drug 1: C1=NC(=NC(=O)N1C2C(C(C(O2)CO)O)O)N. Drug 2: CC1CCCC2(C(O2)CC(NC(=O)CC(C(C(=O)C(C1O)C)(C)C)O)C(=CC3=CSC(=N3)C)C)C. Cell line: BT-549. Synergy scores: CSS=53.4, Synergy_ZIP=2.42, Synergy_Bliss=3.19, Synergy_Loewe=-6.16, Synergy_HSA=5.14. (2) Drug 1: CC(C1=C(C=CC(=C1Cl)F)Cl)OC2=C(N=CC(=C2)C3=CN(N=C3)C4CCNCC4)N. Drug 2: CCN(CC)CCNC(=O)C1=C(NC(=C1C)C=C2C3=C(C=CC(=C3)F)NC2=O)C. Cell line: UACC62. Synergy scores: CSS=16.9, Synergy_ZIP=3.74, Synergy_Bliss=5.19, Synergy_Loewe=-0.0381, Synergy_HSA=4.59. (3) Drug 2: COC1=NC(=NC2=C1N=CN2C3C(C(C(O3)CO)O)O)N. Cell line: RXF 393. Synergy scores: CSS=18.1, Synergy_ZIP=-1.40, Synergy_Bliss=4.46, Synergy_Loewe=2.97, Synergy_HSA=4.58. Drug 1: CC(CN1CC(=O)NC(=O)C1)N2CC(=O)NC(=O)C2.